This data is from Forward reaction prediction with 1.9M reactions from USPTO patents (1976-2016). The task is: Predict the product of the given reaction. Given the reactants Br[CH2:2][CH2:3][O:4][Si:5]([C:8]([CH3:11])([CH3:10])[CH3:9])([CH3:7])[CH3:6].[Br:12][C:13]1[CH:14]=[C:15]([NH:21][C:22]2[CH:27]=[CH:26][C:25]([N:28]3[CH2:33][CH2:32][NH:31][CH2:30][CH2:29]3)=[CH:24][N:23]=2)[C:16](=[O:20])[N:17]([CH3:19])[CH:18]=1, predict the reaction product. The product is: [Br:12][C:13]1[CH:14]=[C:15]([NH:21][C:22]2[CH:27]=[CH:26][C:25]([N:28]3[CH2:33][CH2:32][N:31]([CH2:2][CH2:3][O:4][Si:5]([C:8]([CH3:11])([CH3:10])[CH3:9])([CH3:7])[CH3:6])[CH2:30][CH2:29]3)=[CH:24][N:23]=2)[C:16](=[O:20])[N:17]([CH3:19])[CH:18]=1.